This data is from Full USPTO retrosynthesis dataset with 1.9M reactions from patents (1976-2016). The task is: Predict the reactants needed to synthesize the given product. (1) Given the product [C:25]([N:12]1[C:11]2[CH:29]=[CH:30][C:8]([C:5]3[CH:4]=[N:3][C:2]([NH2:1])=[N:7][CH:6]=3)=[CH:9][C:10]=2[N:14]=[C:13]1[C:15]1[CH:24]=[CH:23][CH:22]=[CH:21][C:16]=1[C:17]1[N:18]=[C:33]([C:32]([Cl:43])([Cl:42])[Cl:31])[O:20][N:19]=1)([CH3:26])([CH3:27])[CH3:28], predict the reactants needed to synthesize it. The reactants are: [NH2:1][C:2]1[N:7]=[CH:6][C:5]([C:8]2[CH:30]=[CH:29][C:11]3[N:12]([C:25]([CH3:28])([CH3:27])[CH3:26])[C:13]([C:15]4[CH:24]=[CH:23][CH:22]=[CH:21][C:16]=4[C:17]([NH:19][OH:20])=[NH:18])=[N:14][C:10]=3[CH:9]=2)=[CH:4][N:3]=1.[Cl:31][C:32]([Cl:43])([Cl:42])[C:33](O[C:33](=O)[C:32]([Cl:43])([Cl:42])[Cl:31])=O.CCOC(C)=O. (2) Given the product [C:12]([S:16][CH:2]1[C:10]2[C:5](=[CH:6][CH:7]=[CH:8][CH:9]=2)[C:4](=[O:11])[CH2:3]1)([CH3:15])([CH3:14])[CH3:13], predict the reactants needed to synthesize it. The reactants are: Br[CH:2]1[C:10]2[C:5](=[CH:6][CH:7]=[CH:8][CH:9]=2)[C:4](=[O:11])[CH2:3]1.[C:12]([SH:16])([CH3:15])([CH3:14])[CH3:13].CCN(C(C)C)C(C)C. (3) The reactants are: [C:1]([O:5][C:6]([NH:8][CH:9]([C:14]1[CH:18]=[CH:17][S:16][CH:15]=1)[CH2:10][C:11]([OH:13])=O)=[O:7])([CH3:4])([CH3:3])[CH3:2].C(Cl)CCl.[NH2:23][C:24]1[CH:25]=[C:26]2[C:31](=[CH:32][CH:33]=1)[CH:30]=[N:29][CH:28]=[CH:27]2. Given the product [CH:30]1[C:31]2[C:26](=[CH:25][C:24]([NH:23][C:11](=[O:13])[CH2:10][CH:9]([NH:8][C:6](=[O:7])[O:5][C:1]([CH3:2])([CH3:3])[CH3:4])[C:14]3[CH:18]=[CH:17][S:16][CH:15]=3)=[CH:33][CH:32]=2)[CH:27]=[CH:28][N:29]=1, predict the reactants needed to synthesize it. (4) Given the product [CH3:33][O:34][C:35]([C:36]([NH:39][C:1](=[O:22])[O:2][CH2:3][C:4]1[CH:5]=[C:6]([CH3:11])[N:7]=[C:8]([CH3:10])[CH:9]=1)([CH3:38])[CH3:37])=[O:40], predict the reactants needed to synthesize it. The reactants are: [C:1](=[O:22])(OC1C=CC([N+]([O-])=O)=CC=1)[O:2][CH2:3][C:4]1[CH:9]=[C:8]([CH3:10])[N:7]=[C:6]([CH3:11])[CH:5]=1.CCN(C(C)C)C(C)C.Cl.[CH3:33][O:34][C:35](=[O:40])[C:36]([NH2:39])([CH3:38])[CH3:37]. (5) The reactants are: N1C=CC(C2[N:19]3[N:10]([CH2:11][C:12]4[C:17]([CH2:18]3)=[CH:16][CH:15]=[CH:14][CH:13]=4)C(=O)C=2)=NC=1.COC(=O)C(C1C=CC(F)=CC=1)C(C1C=CN=C(SC)N=1)=O. Given the product [CH2:11]1[C:12]2[C:17](=[CH:16][CH:15]=[CH:14][CH:13]=2)[CH2:18][NH:19][NH:10]1, predict the reactants needed to synthesize it. (6) Given the product [Cl:15][C:16]1[N:21]=[CH:20][C:19]([O:22][C:23]2[CH:30]=[CH:29][C:28]([CH2:31][O:32][C:2]3[CH:3]=[C:4]4[N:11]([CH3:12])[CH2:10][CH2:9][N:5]4[C:6](=[O:8])[N:7]=3)=[CH:27][C:24]=2[C:25]#[N:26])=[CH:18][CH:17]=1, predict the reactants needed to synthesize it. The reactants are: Cl[C:2]1[CH:3]=[C:4]2[N:11]([CH3:12])[CH2:10][CH2:9][N:5]2[C:6](=[O:8])[N:7]=1.[H-].[Na+].[Cl:15][C:16]1[N:21]=[CH:20][C:19]([O:22][C:23]2[CH:30]=[CH:29][C:28]([CH2:31][OH:32])=[CH:27][C:24]=2[C:25]#[N:26])=[CH:18][CH:17]=1.